This data is from Forward reaction prediction with 1.9M reactions from USPTO patents (1976-2016). The task is: Predict the product of the given reaction. (1) Given the reactants Br[C:2]1[CH:7]=[CH:6][C:5]([C:8]2[C:14]3[CH:15]=[C:16]([O:21][CH3:22])[C:17]([O:19][CH3:20])=[CH:18][C:13]=3[CH2:12][CH:11]([CH3:23])[N:10]([C:24]([NH:26][CH3:27])=[O:25])[N:9]=2)=[CH:4][CH:3]=1.[NH:28]1[CH2:33][CH2:32][O:31][CH2:30][CH2:29]1.CC(C)([O-])C.[Na+].C1(P(C2CCCCC2)C2C=CC=CC=2C2C(C(C)C)=CC(C(C)C)=CC=2C(C)C)CCCCC1, predict the reaction product. The product is: [CH3:20][O:19][C:17]1[C:16]([O:21][CH3:22])=[CH:15][C:14]2[C:8]([C:5]3[CH:6]=[CH:7][C:2]([N:28]4[CH2:33][CH2:32][O:31][CH2:30][CH2:29]4)=[CH:3][CH:4]=3)=[N:9][N:10]([C:24]([NH:26][CH3:27])=[O:25])[CH:11]([CH3:23])[CH2:12][C:13]=2[CH:18]=1. (2) The product is: [OH:4][C@H:5]1[CH2:6][N:7]([C:42](=[O:44])[CH3:43])[C@@H:8]([C:10]2[N:14]3[C:15]4[CH:21]=[CH:20][NH:19][C:16]=4[N:17]=[CH:18][C:13]3=[C:12]([C:32]3[CH:37]=[CH:36][C:35]([NH:38][CH:39]([CH3:41])[CH3:40])=[CH:34][CH:33]=3)[N:11]=2)[CH2:9]1. Given the reactants C([O:4][C@@H:5]1[CH2:9][C@H:8]([C:10]2[N:14]3[C:15]4[CH:21]=[CH:20][N:19](S(C5C=CC(C)=CC=5)(=O)=O)[C:16]=4[N:17]=[CH:18][C:13]3=[C:12]([C:32]3[CH:37]=[CH:36][C:35]([NH:38][CH:39]([CH3:41])[CH3:40])=[CH:34][CH:33]=3)[N:11]=2)[N:7]([C:42](=[O:44])[CH3:43])[CH2:6]1)(=O)C.C([O-])([O-])=O.[Cs+].[Cs+], predict the reaction product. (3) Given the reactants C(OC(=O)[NH:7][C@H:8]([C:19](=O)[NH:20][C:21]1[CH:26]=[CH:25][C:24]([F:27])=[CH:23][C:22]=1[NH:28][C:29]1[CH:34]=[CH:33][CH:32]=[CH:31][CH:30]=1)[CH2:9][CH2:10][O:11][CH2:12][C:13]1[CH:18]=[CH:17][CH:16]=[CH:15][CH:14]=1)(C)(C)C, predict the reaction product. The product is: [CH2:12]([O:11][CH2:10][CH2:9][C@H:8]([NH2:7])[C:19]1[N:28]([C:29]2[CH:34]=[CH:33][CH:32]=[CH:31][CH:30]=2)[C:22]2[CH:23]=[C:24]([F:27])[CH:25]=[CH:26][C:21]=2[N:20]=1)[C:13]1[CH:18]=[CH:17][CH:16]=[CH:15][CH:14]=1.